This data is from Catalyst prediction with 721,799 reactions and 888 catalyst types from USPTO. The task is: Predict which catalyst facilitates the given reaction. (1) The catalyst class is: 163. Product: [C:24]([C@H:21]1[CH2:22][CH2:23][C@H:18]([O:12][C:8]2[CH:7]=[CH:6][CH:5]=[C:4]3[C:9]=2[CH:10]=[CH:11][C:2]([NH2:1])=[CH:3]3)[CH2:19][CH2:20]1)([CH3:27])([CH3:26])[CH3:25]. Reactant: [NH2:1][C:2]1[CH:3]=[C:4]2[C:9](=[CH:10][CH:11]=1)[C:8]([OH:12])=[CH:7][CH:6]=[CH:5]2.CS(O[C@H:18]1[CH2:23][CH2:22][C@@H:21]([C:24]([CH3:27])([CH3:26])[CH3:25])[CH2:20][CH2:19]1)(=O)=O.[OH-].[Na+]. (2) Reactant: [N:1]1[CH:6]=[CH:5][CH:4]=[C:3]([O:7][C:8]2[CH:9]=[CH:10][C:11]3[C:12]4[N:26](COCC[Si](C)(C)C)[N:25]=[CH:24][C:13]=4[C:14](=[O:23])[N:15]([CH2:18][C:19]([F:22])([F:21])[F:20])[C:16]=3[CH:17]=2)[CH:2]=1.FC(F)(F)CN1C2C3C=CC=CC=3NC(=O)C=2CN1COCC[Si](C)(C)C.[ClH:62]. Product: [ClH:62].[N:1]1[CH:6]=[CH:5][CH:4]=[C:3]([O:7][C:8]2[CH:9]=[CH:10][C:11]3[C:12]4[C:13](=[CH:24][NH:25][N:26]=4)[C:14](=[O:23])[N:15]([CH2:18][C:19]([F:20])([F:21])[F:22])[C:16]=3[CH:17]=2)[CH:2]=1. The catalyst class is: 12.